Dataset: Reaction yield outcomes from USPTO patents with 853,638 reactions. Task: Predict the reaction yield, written as a fraction of the theoretical maximum amount of product (1.0 means a 100% yield; for example, 0.34 means a 34% yield). (1) The reactants are [Si]([O:8][CH:9]([CH2:29][CH2:30][CH2:31][CH2:32][CH2:33][CH2:34][CH2:35][C:36]([O:38][CH2:39]/[CH:40]=[CH:41]\[CH2:42][CH2:43][CH2:44][CH2:45][CH2:46][CH3:47])=[O:37])[CH2:10][CH2:11][CH2:12][CH2:13][CH2:14][CH2:15][CH2:16][C:17]([O:19][CH2:20]/[CH:21]=[CH:22]\[CH2:23][CH2:24][CH2:25][CH2:26][CH2:27][CH3:28])=[O:18])(C(C)(C)C)(C)C. The catalyst is CCCC[N+](CCCC)(CCCC)CCCC.[F-].C1COCC1.O. The product is [OH:8][CH:9]([CH2:10][CH2:11][CH2:12][CH2:13][CH2:14][CH2:15][CH2:16][C:17]([O:19][CH2:20]/[CH:21]=[CH:22]\[CH2:23][CH2:24][CH2:25][CH2:26][CH2:27][CH3:28])=[O:18])[CH2:29][CH2:30][CH2:31][CH2:32][CH2:33][CH2:34][CH2:35][C:36]([O:38][CH2:39]/[CH:40]=[CH:41]\[CH2:42][CH2:43][CH2:44][CH2:45][CH2:46][CH3:47])=[O:37]. The yield is 0.390. (2) The reactants are [CH2:1]([C:3]1[NH:4][C:5](=[O:27])[C:6]([CH2:12][C:13]2[CH:18]=[CH:17][C:16]([C:19]3[C:20]([C:25]#[N:26])=[CH:21][CH:22]=[CH:23][CH:24]=3)=[CH:15][CH:14]=2)=[C:7]([CH2:9][CH2:10][CH3:11])[N:8]=1)[CH3:2].[CH3:28][CH:29]1[CH2:33][C:32]2[CH:34]=[C:35](B(O)O)[CH:36]=[CH:37][C:31]=2[O:30]1.N1C=CC=CC=1.C(N(CC)CC)C. The catalyst is C(OCC)(=O)C.C([O-])(=O)C.[Cu+2].C([O-])(=O)C.ClCCl. The product is [CH2:1]([C:3]1[N:4]([C:35]2[CH:36]=[CH:37][C:31]3[O:30][CH:29]([CH3:28])[CH2:33][C:32]=3[CH:34]=2)[C:5](=[O:27])[C:6]([CH2:12][C:13]2[CH:18]=[CH:17][C:16]([C:19]3[C:20]([C:25]#[N:26])=[CH:21][CH:22]=[CH:23][CH:24]=3)=[CH:15][CH:14]=2)=[C:7]([CH2:9][CH2:10][CH3:11])[N:8]=1)[CH3:2]. The yield is 1.00. (3) The reactants are C[O:2][C:3](=[O:29])[C:4]1[CH:9]=[CH:8][C:7]([CH3:10])=[C:6]([N:11]2[C:16](=[O:17])[C:15]([Cl:18])=[C:14]([O:19][CH2:20][C:21]3[CH:26]=[CH:25][CH:24]=[C:23]([CH3:27])[CH:22]=3)[N:13]=[C:12]2[CH3:28])[CH:5]=1.[OH-].[Na+]. The catalyst is O1CCCC1. The product is [Cl:18][C:15]1[C:16](=[O:17])[N:11]([C:6]2[CH:5]=[C:4]([CH:9]=[CH:8][C:7]=2[CH3:10])[C:3]([OH:29])=[O:2])[C:12]([CH3:28])=[N:13][C:14]=1[O:19][CH2:20][C:21]1[CH:26]=[CH:25][CH:24]=[C:23]([CH3:27])[CH:22]=1. The yield is 1.00. (4) The reactants are Br[C:2]1[CH:7]=[C:6]([C:8]([CH3:11])([CH3:10])[CH3:9])[C:5]([N+:12]([O-:14])=[O:13])=[CH:4][C:3]=1[NH2:15].CCN(CC)CC.[CH3:23][Si:24]([C:27]#[CH:28])([CH3:26])[CH3:25]. The catalyst is C1(C)C=CC=CC=1.O.Cl[Pd](Cl)([P](C1C=CC=CC=1)(C1C=CC=CC=1)C1C=CC=CC=1)[P](C1C=CC=CC=1)(C1C=CC=CC=1)C1C=CC=CC=1.[Cu]I. The product is [C:8]([C:6]1[C:5]([N+:12]([O-:14])=[O:13])=[CH:4][C:3]([NH:15][C:28]#[C:27][Si:24]([CH3:26])([CH3:25])[CH3:23])=[CH:2][CH:7]=1)([CH3:11])([CH3:10])[CH3:9]. The yield is 0.810. (5) The reactants are Cl.[CH3:2][C:3]1([CH3:13])[C@@H:8]2[C@H:4]1[C@@H:5]([C:9]([O:11][CH3:12])=[O:10])[NH:6][CH2:7]2.C(=O)([O-])[O-].[Na+].[Na+].O.[F:21][C:22]1[CH:27]=[CH:26][C:25]([S:28](Cl)(=[O:30])=[O:29])=[CH:24][CH:23]=1. The catalyst is O1CCCC1. The product is [F:21][C:22]1[CH:27]=[CH:26][C:25]([S:28]([N:6]2[CH2:7][C@H:8]3[C@H:4]([C:3]3([CH3:13])[CH3:2])[C@H:5]2[C:9]([O:11][CH3:12])=[O:10])(=[O:30])=[O:29])=[CH:24][CH:23]=1. The yield is 0.934.